This data is from Forward reaction prediction with 1.9M reactions from USPTO patents (1976-2016). The task is: Predict the product of the given reaction. Given the reactants I.F[C:3]1[CH:8]=[CH:7][C:6]([C:9](=[NH:11])[NH2:10])=[CH:5][CH:4]=1.[Cl:12][C:13]([SH:16])(Cl)Cl.[OH-].[Na+].[Cl:19]CCl, predict the reaction product. The product is: [Cl:19][C:3]1[CH:8]=[CH:7][C:6]([C:9]2[N:11]=[C:13]([Cl:12])[S:16][N:10]=2)=[CH:5][CH:4]=1.